From a dataset of Full USPTO retrosynthesis dataset with 1.9M reactions from patents (1976-2016). Predict the reactants needed to synthesize the given product. (1) Given the product [Cl:7][C:8]1[CH:28]=[C:27]([Cl:29])[CH:26]=[CH:25][C:9]=1[O:10][C:11]1[C:16]([CH2:17][OH:18])=[CH:15][N:14]=[C:13]([CH:22]([CH3:24])[CH3:23])[N:12]=1, predict the reactants needed to synthesize it. The reactants are: [H-].[Al+3].[Li+].[H-].[H-].[H-].[Cl:7][C:8]1[CH:28]=[C:27]([Cl:29])[CH:26]=[CH:25][C:9]=1[O:10][C:11]1[C:16]([C:17](OCC)=[O:18])=[CH:15][N:14]=[C:13]([CH:22]([CH3:24])[CH3:23])[N:12]=1.O.O.O.O.O.O.O.O.O.O.S([O-])([O-])(=O)=O.[Na+].[Na+]. (2) Given the product [CH3:17][C:4](=[CH2:3])[CH2:5][C:6]([CH2:21][C:20]([CH3:22])=[CH2:19])([C:7]([O:9][CH2:10][CH3:11])=[O:8])[C:12]([O:14][CH2:15][CH3:16])=[O:13], predict the reactants needed to synthesize it. The reactants are: [H-].[Na+].[CH3:3][C:4](=[CH2:17])[CH2:5][CH:6]([C:12]([O:14][CH2:15][CH3:16])=[O:13])[C:7]([O:9][CH2:10][CH3:11])=[O:8].Cl[CH2:19][C:20]([CH3:22])=[CH2:21].[Cl-].[NH4+]. (3) The reactants are: [CH3:1][C:2]1[NH:3][C:4]2[C:5](=[O:14])[CH2:6][CH2:7][CH2:8][C:9]=2[C:10]=1[C:11]([OH:13])=O.[CH2:15]([N:17]([CH2:22][CH3:23])[CH2:18][CH2:19][CH2:20][NH2:21])[CH3:16]. Given the product [CH2:15]([N:17]([CH2:22][CH3:23])[CH2:18][CH2:19][CH2:20][NH:21][C:11]([C:10]1[C:9]2[CH2:8][CH2:7][CH2:6][C:5](=[O:14])[C:4]=2[NH:3][C:2]=1[CH3:1])=[O:13])[CH3:16], predict the reactants needed to synthesize it. (4) Given the product [CH2:1]([N:8]([C:23]([O:25][C:26]([CH3:29])([CH3:28])[CH3:27])=[O:24])[NH:9][CH2:10][CH2:11][C:12](=[O:13])[C:17]1[CH:18]=[CH:19][CH:20]=[CH:21][CH:22]=1)[C:2]1[CH:3]=[CH:4][CH:5]=[CH:6][CH:7]=1, predict the reactants needed to synthesize it. The reactants are: [CH2:1]([N:8]([C:23]([O:25][C:26]([CH3:29])([CH3:28])[CH3:27])=[O:24])[NH:9][CH2:10][CH2:11][C:12]1([C:17]2[CH:22]=[CH:21][CH:20]=[CH:19][CH:18]=2)OCC[O:13]1)[C:2]1[CH:7]=[CH:6][CH:5]=[CH:4][CH:3]=1.C1(C)C=CC(S([O-])(=O)=O)=CC=1.[NH+]1C=CC=CC=1.